Dataset: Forward reaction prediction with 1.9M reactions from USPTO patents (1976-2016). Task: Predict the product of the given reaction. (1) Given the reactants [CH:1]1([NH:4][C:5](=[O:25])[C:6]2[CH:11]=[CH:10][C:9]([C:12]3[N:16]4[CH:17]=[C:18]([Br:22])[N:19]=[C:20](Br)[C:15]4=[N:14][C:13]=3[CH2:23][OH:24])=[CH:8][CH:7]=2)[CH2:3][CH2:2]1.[CH3:26][CH:27]([CH3:30])[CH2:28][NH2:29].C1(C)C=CC=CC=1, predict the reaction product. The product is: [Br:22][C:18]1[N:19]=[C:20]([NH:29][CH2:28][CH:27]([CH3:30])[CH3:26])[C:15]2[N:16]([C:12]([C:9]3[CH:8]=[CH:7][C:6]([C:5]([NH:4][CH:1]4[CH2:3][CH2:2]4)=[O:25])=[CH:11][CH:10]=3)=[C:13]([CH2:23][OH:24])[N:14]=2)[CH:17]=1. (2) Given the reactants C(OC([N:8]1[CH2:17][CH2:16][CH2:15][C:14]2[NH:13][N:12]=[C:11]([C:18]3[CH:23]=[CH:22][C:21]([Cl:24])=[CH:20][CH:19]=3)[C:10]=2[CH2:9]1)=O)(C)(C)C.[F:25][C:26]1[CH:27]=[C:28]([CH:31]=[CH:32][C:33]=1[F:34])[CH2:29]Br, predict the reaction product. The product is: [Cl:24][C:21]1[CH:20]=[CH:19][C:18]([C:11]2[C:10]3[CH2:9][NH:8][CH2:17][CH2:16][CH2:15][C:14]=3[N:13]([CH2:29][C:28]3[CH:31]=[CH:32][C:33]([F:34])=[C:26]([F:25])[CH:27]=3)[N:12]=2)=[CH:23][CH:22]=1. (3) The product is: [CH2:8]([O:6][CH2:5][CH2:4][CH2:3][CH2:2][CH2:1][OH:7])[C:9]1[CH:14]=[CH:13][CH:12]=[CH:11][CH:10]=1. Given the reactants [CH2:1]([OH:7])[CH2:2][CH2:3][CH2:4][CH2:5][OH:6].[CH2:8](Br)[C:9]1[CH:14]=[CH:13][CH:12]=[CH:11][CH:10]=1.[Al], predict the reaction product.